This data is from Full USPTO retrosynthesis dataset with 1.9M reactions from patents (1976-2016). The task is: Predict the reactants needed to synthesize the given product. (1) Given the product [Br:20][C:9]1[N:10]=[C:6]2[CH:5]=[CH:4][CH:3]=[C:2]([CH3:1])[N:7]2[C:8]=1[C:12]1[CH:17]=[CH:16][CH:15]=[CH:14][CH:13]=1, predict the reactants needed to synthesize it. The reactants are: [CH3:1][C:2]1[N:7]2[C:8]([C:12]3[CH:17]=[CH:16][CH:15]=[CH:14][CH:13]=3)=[C:9](O)[N:10]=[C:6]2[CH:5]=[CH:4][CH:3]=1.P(Br)(Br)([Br:20])=O.C(=O)(O)[O-].[Na+]. (2) Given the product [NH:29]1[C:30]2[CH:35]=[CH:34][C:33]([N:13]3[C@@H:10]([C:7]4[CH:6]=[CH:5][C:4]([N:3]([CH2:1][CH3:2])[CH2:21][CH3:22])=[CH:9][CH:8]=4)[CH2:16][O:15][C:14]3=[O:20])=[CH:32][C:31]=2[N:36]=[CH:37]1, predict the reactants needed to synthesize it. The reactants are: [CH2:1]([N:3]([CH2:21][CH3:22])[C:4]1[CH:9]=[CH:8][C:7]([C@@H:10]([NH:13][C:14](=[O:20])[O:15][C:16](C)(C)C)CO)=[CH:6][CH:5]=1)[CH3:2].S(Cl)(Cl)=O.[F-].[Cs+].[NH2:29][CH:30]1[CH2:35][CH2:34][CH2:33][CH2:32][CH:31]1[NH2:36].[CH:37](O)=O. (3) The reactants are: [Cl:1][C:2]1[C:15]([NH:16][NH2:17])=[CH:14][C:5]([CH2:6][NH:7][C:8](=[O:13])[C:9]([F:12])([F:11])[F:10])=[C:4]([F:18])[CH:3]=1.[CH3:19][C:20]([O:23][C:24](O[C:24]([O:23][C:20]([CH3:22])([CH3:21])[CH3:19])=[O:25])=[O:25])([CH3:22])[CH3:21].C([O-])([O-])=O.[Na+].[Na+].C(#N)C. Given the product [Cl:1][C:2]1[CH:3]=[C:4]([F:18])[C:5]([CH2:6][NH:7][C:8](=[O:13])[C:9]([F:11])([F:12])[F:10])=[CH:14][C:15]=1[NH:16][NH:17][C:24]([O:23][C:20]([CH3:22])([CH3:21])[CH3:19])=[O:25], predict the reactants needed to synthesize it. (4) Given the product [C:1]([C:3]1[C:4]([N:15]2[CH2:16][CH:17]([C:19]([NH:55][S:52]([CH2:51][C:46]3[CH:47]=[CH:48][C:49]([Cl:50])=[C:44]([Cl:43])[CH:45]=3)(=[O:53])=[O:54])=[O:21])[CH2:18]2)=[N:5][C:6]([CH3:14])=[C:7]([CH:8]=1)[C:9]([O:11][CH2:12][CH3:13])=[O:10])#[N:2], predict the reactants needed to synthesize it. The reactants are: [C:1]([C:3]1[C:4]([N:15]2[CH2:18][CH:17]([C:19]([OH:21])=O)[CH2:16]2)=[N:5][C:6]([CH3:14])=[C:7]([C:9]([O:11][CH2:12][CH3:13])=[O:10])[CH:8]=1)#[N:2].CCN=C=NCCCN(C)C.C1C=CC2N(O)N=NC=2C=1.[Cl:43][C:44]1[CH:45]=[C:46]([CH2:51][S:52]([NH2:55])(=[O:54])=[O:53])[CH:47]=[CH:48][C:49]=1[Cl:50].CCN(C(C)C)C(C)C. (5) Given the product [CH3:15][C:16]1([CH3:32])[C:20]([CH3:22])([CH3:21])[O:19][B:18]([C:2]2[CH:3]=[C:4]([C:7]([NH2:9])=[O:8])[S:5][CH:6]=2)[O:17]1, predict the reactants needed to synthesize it. The reactants are: Br[C:2]1[CH:3]=[C:4]([C:7]([NH2:9])=[O:8])[S:5][CH:6]=1.C([O-])(=O)C.[K+].[CH3:15][C:16]1([CH3:32])[C:20]([CH3:22])([CH3:21])[O:19][B:18]([B:18]2[O:19][C:20]([CH3:22])([CH3:21])[C:16]([CH3:32])([CH3:15])[O:17]2)[O:17]1.O. (6) The reactants are: [F:1][C:2]([F:23])([F:22])[C:3]1[CH2:4][O:5][C:6]2[CH:21]=[CH:20][C:19]3[C:14](=[CH:15][CH:16]=[CH:17][CH:18]=3)[C:7]=2[C:8]=1[C:9]([O:11]CC)=[O:10].[OH-].[Na+].Cl. Given the product [F:23][C:2]([F:1])([F:22])[C:3]1[CH2:4][O:5][C:6]2[CH:21]=[CH:20][C:19]3[C:14](=[CH:15][CH:16]=[CH:17][CH:18]=3)[C:7]=2[C:8]=1[C:9]([OH:11])=[O:10], predict the reactants needed to synthesize it. (7) Given the product [F:1][C:2]1[CH:11]=[C:10]2[C:5]([CH:6]=[C:7]([CH2:19][CH2:20][CH3:21])[C:8]([C:13]3[CH:18]=[CH:17][CH:16]=[CH:15][CH:14]=3)=[C:9]2[O:12][C:25]2[CH:32]=[CH:31][C:28]([CH:29]=[O:30])=[CH:27][CH:26]=2)=[CH:4][C:3]=1[O:22][CH3:23], predict the reactants needed to synthesize it. The reactants are: [F:1][C:2]1[CH:11]=[C:10]2[C:5]([CH:6]=[C:7]([CH2:19][CH2:20][CH3:21])[C:8]([C:13]3[CH:18]=[CH:17][CH:16]=[CH:15][CH:14]=3)=[C:9]2[OH:12])=[CH:4][C:3]=1[O:22][CH3:23].F[C:25]1[CH:32]=[CH:31][C:28]([CH:29]=[O:30])=[CH:27][CH:26]=1.C([O-])([O-])=O.[Cs+].[Cs+].O.